This data is from Peptide-MHC class I binding affinity with 185,985 pairs from IEDB/IMGT. The task is: Regression. Given a peptide amino acid sequence and an MHC pseudo amino acid sequence, predict their binding affinity value. This is MHC class I binding data. The peptide sequence is RIVVYNPSTM. The MHC is HLA-A02:01 with pseudo-sequence HLA-A02:01. The binding affinity (normalized) is 0.